From a dataset of Forward reaction prediction with 1.9M reactions from USPTO patents (1976-2016). Predict the product of the given reaction. (1) Given the reactants C([O:4][C:5]1[N:6]=[C:7]([C:29]([O:31][CH2:32]C)=[O:30])[C:8]2[CH2:9][CH2:10][N:11]([CH2:20][C:21]3[CH:26]=[CH:25][C:24]([F:27])=[C:23]([Cl:28])[CH:22]=3)[C:12](=[O:19])[C:13]=2[C:14]=1[O:15]C(=O)C)(=O)C.C[O-].[Na+].Cl, predict the reaction product. The product is: [Cl:28][C:23]1[CH:22]=[C:21]([CH:26]=[CH:25][C:24]=1[F:27])[CH2:20][N:11]1[CH2:10][CH2:9][C:8]2[C:7]([C:29]([O:31][CH3:32])=[O:30])=[N:6][C:5]([OH:4])=[C:14]([OH:15])[C:13]=2[C:12]1=[O:19]. (2) Given the reactants O[C:2]1[C:3](=[O:12])[N:4]([CH3:11])[N:5]=[CH:6][C:7]=1[N+:8]([O-:10])=[O:9].[NH3:13], predict the reaction product. The product is: [NH2:13][C:2]1[C:3](=[O:12])[N:4]([CH3:11])[N:5]=[CH:6][C:7]=1[N+:8]([O-:10])=[O:9]. (3) The product is: [F:21][C:22]([F:31])([F:32])[CH:23]([OH:30])[CH2:24][C:25]([O:27][CH2:28][CH3:29])=[O:26]. Given the reactants C(N(CC)CC)C.C(O)=O.CC1C=CC(C(C)C)=CC=1.[F:21][C:22]([F:32])([F:31])[C:23](=[O:30])[CH2:24][C:25]([O:27][CH2:28][CH3:29])=[O:26], predict the reaction product.